Dataset: Full USPTO retrosynthesis dataset with 1.9M reactions from patents (1976-2016). Task: Predict the reactants needed to synthesize the given product. Given the product [NH2:35][C@H:32]1[CH2:33][CH2:34][N:30]([CH2:24][C:23]2[C:22]([C:26]([F:29])([F:28])[F:27])=[CH:21][C:4]([C:5]([NH:7][CH2:8][C:9]3[CH:14]=[C:13]([Cl:15])[CH:12]=[CH:11][C:10]=3[S:16]([CH2:19][CH3:20])(=[O:18])=[O:17])=[O:6])=[CH:3][C:2]=2[Br:1])[CH2:31]1, predict the reactants needed to synthesize it. The reactants are: [Br:1][C:2]1[CH:3]=[C:4]([CH:21]=[C:22]([C:26]([F:29])([F:28])[F:27])[C:23]=1[CH:24]=O)[C:5]([NH:7][CH2:8][C:9]1[CH:14]=[C:13]([Cl:15])[CH:12]=[CH:11][C:10]=1[S:16]([CH2:19][CH3:20])(=[O:18])=[O:17])=[O:6].[NH:30]1[CH2:34][CH2:33][C@H:32]([NH:35]C(=O)OC(C)(C)C)[CH2:31]1.